Task: Predict the reactants needed to synthesize the given product.. Dataset: Full USPTO retrosynthesis dataset with 1.9M reactions from patents (1976-2016) (1) Given the product [C:23]([C:27]1[N:28]=[C:29]([N:36]2[CH2:40][CH2:39][C:38]([F:41])([F:42])[CH2:37]2)[C:30]2[N:35]=[N:34][N:33]([CH2:45][C:46]([C:48]3[CH:49]=[N:50][CH:51]=[CH:52][CH:53]=3)=[O:47])[C:31]=2[N:32]=1)([CH3:26])([CH3:24])[CH3:25], predict the reactants needed to synthesize it. The reactants are: C(C1N=C(N2CCC(F)(F)C2)C2N=NN(CC)C=2N=1)(C)(C)C.[C:23]([C:27]1[N:28]=[C:29]([N:36]2[CH2:40][CH2:39][C:38]([F:42])([F:41])[CH2:37]2)[C:30]2[N:35]=[N:34][NH:33][C:31]=2[N:32]=1)([CH3:26])([CH3:25])[CH3:24].Br.Br[CH2:45][C:46]([C:48]1[CH:49]=[N:50][CH:51]=[CH:52][CH:53]=1)=[O:47]. (2) Given the product [CH:1]1([N:4]([CH3:20])[C:5]2[C:6]([O:19][S:28]([C:31]([F:34])([F:33])[F:32])(=[O:29])=[O:27])=[N:7][C:8]3[C:13]([N:14]=2)=[CH:12][C:11]([C:15]([O:17][CH3:18])=[O:16])=[CH:10][CH:9]=3)[CH2:2][CH2:3]1, predict the reactants needed to synthesize it. The reactants are: [CH:1]1([N:4]([CH3:20])[C:5]2[C:6](=[O:19])[NH:7][C:8]3[C:13]([N:14]=2)=[CH:12][C:11]([C:15]([O:17][CH3:18])=[O:16])=[CH:10][CH:9]=3)[CH2:3][CH2:2]1.N1C=CC=CC=1.[O:27](S(C(F)(F)F)(=O)=O)[S:28]([C:31]([F:34])([F:33])[F:32])(=O)=[O:29]. (3) Given the product [Br:10][C:11]1[S:15][C:14]2=[N:16][C:17]([CH2:19][OH:20])=[CH:18][N:13]2[CH:12]=1, predict the reactants needed to synthesize it. The reactants are: CC(C[AlH]CC(C)C)C.[Br:10][C:11]1[S:15][C:14]2=[N:16][C:17]([C:19](OCC)=[O:20])=[CH:18][N:13]2[CH:12]=1. (4) The reactants are: [CH2:1]([N:8]1[C:17]2[C:12](=[C:13]([OH:27])[C:14]([C:24](O)=[O:25])=[N:15][C:16]=2[C:18]2[CH:19]=[N:20][CH:21]=[CH:22][CH:23]=2)[CH:11]=[C:10]([C:28]2[CH:33]=[CH:32][CH:31]=[CH:30][CH:29]=2)[C:9]1=[O:34])[C:2]1[CH:7]=[CH:6][CH:5]=[CH:4][CH:3]=1.C1C=CC2N(O)N=NC=2C=1.C(Cl)CCl.Cl.[CH3:50][O:51][C:52](=[O:58])[CH2:53][C:54]1([NH2:57])[CH2:56][CH2:55]1.CCN(C(C)C)C(C)C. Given the product [CH3:50][O:51][C:52](=[O:58])[CH2:53][C:54]1([NH:57][C:24]([C:14]2[C:13]([OH:27])=[C:12]3[C:17](=[C:16]([C:18]4[CH:19]=[N:20][CH:21]=[CH:22][CH:23]=4)[N:15]=2)[N:8]([CH2:1][C:2]2[CH:7]=[CH:6][CH:5]=[CH:4][CH:3]=2)[C:9](=[O:34])[C:10]([C:28]2[CH:29]=[CH:30][CH:31]=[CH:32][CH:33]=2)=[CH:11]3)=[O:25])[CH2:56][CH2:55]1, predict the reactants needed to synthesize it. (5) Given the product [CH3:1][O:2][C:3](=[O:15])[C@:4]([NH2:14])([C:7]([O:9][C:10]([CH3:12])([CH3:11])[CH3:13])=[O:8])[CH2:5][O:6][S:17]([CH3:16])(=[O:19])=[O:18], predict the reactants needed to synthesize it. The reactants are: [CH3:1][O:2][C:3](=[O:15])[C@:4]([NH2:14])([C:7]([O:9][C:10]([CH3:13])([CH3:12])[CH3:11])=[O:8])[CH2:5][OH:6].[CH3:16][S:17](Cl)(=[O:19])=[O:18].